From a dataset of Full USPTO retrosynthesis dataset with 1.9M reactions from patents (1976-2016). Predict the reactants needed to synthesize the given product. (1) Given the product [F:46][C:2]1([F:1])[CH2:3][CH2:4][CH:5]([C:8]2[C:17]3[C@@H:16]([OH:18])[CH2:15][C:14]([CH3:19])([CH3:20])[CH2:13][C:12]=3[N:11]=[C:10]([CH:21]3[CH2:22][CH2:23][N:24]([C:27]4[N:32]=[CH:31][C:30]([O:33][CH2:57][C@H:58]5[CH2:62][O:61][C:60]([CH3:64])([CH3:63])[O:59]5)=[CH:29][N:28]=4)[CH2:25][CH2:26]3)[C:9]=2[C@@H:34]([F:45])[C:35]2[CH:36]=[CH:37][C:38]([C:41]([F:43])([F:42])[F:44])=[CH:39][CH:40]=2)[CH2:6][CH2:7]1, predict the reactants needed to synthesize it. The reactants are: [F:1][C:2]1([F:46])[CH2:7][CH2:6][CH:5]([C:8]2[C:17]3[C@@H:16]([OH:18])[CH2:15][C:14]([CH3:20])([CH3:19])[CH2:13][C:12]=3[N:11]=[C:10]([CH:21]3[CH2:26][CH2:25][N:24]([C:27]4[N:32]=[CH:31][C:30]([OH:33])=[CH:29][N:28]=4)[CH2:23][CH2:22]3)[C:9]=2[C@@H:34]([F:45])[C:35]2[CH:40]=[CH:39][C:38]([C:41]([F:44])([F:43])[F:42])=[CH:37][CH:36]=2)[CH2:4][CH2:3]1.C1(C)C=CC(S(O[CH2:57][C@H:58]2[CH2:62][O:61][C:60]([CH3:64])([CH3:63])[O:59]2)(=O)=O)=CC=1.C(=O)([O-])[O-].[K+].[K+].O. (2) Given the product [F:22][C:23]1[CH:28]=[C:27]([C:2]2[C:3]([C:16]3[CH:21]=[CH:20][CH:19]=[CH:18][CH:17]=3)=[N:4][C:5]3[C:10]([N:11]=2)=[CH:9][C:8]([C:12]([OH:14])=[O:13])=[CH:7][CH:6]=3)[CH:26]=[CH:25][CH:24]=1, predict the reactants needed to synthesize it. The reactants are: Cl[C:2]1[C:3]([C:16]2[CH:21]=[CH:20][CH:19]=[CH:18][CH:17]=2)=[N:4][C:5]2[C:10]([N:11]=1)=[CH:9][C:8]([C:12]([O:14]C)=[O:13])=[CH:7][CH:6]=2.[F:22][C:23]1[CH:24]=[C:25](B(O)O)[CH:26]=[CH:27][CH:28]=1.